The task is: Predict the reactants needed to synthesize the given product.. This data is from Full USPTO retrosynthesis dataset with 1.9M reactions from patents (1976-2016). Given the product [CH2:1]([NH:3][C:4]([NH:6][C:7]1[S:8][C:9]2[C:15]([C:16]3[CH:21]=[CH:20][CH:19]=[CH:18][N:17]=3)=[CH:14][C:13]([O:22][S:30]([C:33]([F:36])([F:35])[F:34])(=[O:32])=[O:31])=[CH:12][C:10]=2[N:11]=1)=[O:5])[CH3:2], predict the reactants needed to synthesize it. The reactants are: [CH2:1]([NH:3][C:4]([NH:6][C:7]1[S:8][C:9]2[C:15]([C:16]3[CH:21]=[CH:20][CH:19]=[CH:18][N:17]=3)=[CH:14][C:13]([OH:22])=[CH:12][C:10]=2[N:11]=1)=[O:5])[CH3:2].C1C=CC(N([S:30]([C:33]([F:36])([F:35])[F:34])(=[O:32])=[O:31])[S:30]([C:33]([F:36])([F:35])[F:34])(=[O:32])=[O:31])=CC=1.CCN(C(C)C)C(C)C.CCOCC.